Dataset: Full USPTO retrosynthesis dataset with 1.9M reactions from patents (1976-2016). Task: Predict the reactants needed to synthesize the given product. Given the product [Br:12][C:13]1[CH:18]=[CH:17][C:16]2[N:19]([CH:20]([CH3:21])[CH3:22])[C:25]([NH:24][C:27]3[CH:36]=[CH:35][C:30]([C:31]([O:33][CH3:34])=[O:32])=[CH:29][CH:28]=3)=[N:23][C:15]=2[CH:14]=1, predict the reactants needed to synthesize it. The reactants are: CN(C)CCCN=C=NCC.[Br:12][C:13]1[CH:14]=[C:15]([NH2:23])[C:16]([NH:19][CH:20]([CH3:22])[CH3:21])=[CH:17][CH:18]=1.[N:24]([C:27]1[CH:36]=[CH:35][C:30]([C:31]([O:33][CH3:34])=[O:32])=[CH:29][CH:28]=1)=[C:25]=S.